Task: Regression/Classification. Given a drug SMILES string, predict its absorption, distribution, metabolism, or excretion properties. Task type varies by dataset: regression for continuous measurements (e.g., permeability, clearance, half-life) or binary classification for categorical outcomes (e.g., BBB penetration, CYP inhibition). Dataset: cyp1a2_veith.. Dataset: CYP1A2 inhibition data for predicting drug metabolism from PubChem BioAssay (1) The compound is CNC(=O)c1sc(-c2cccnc2)nc1C. The result is 1 (inhibitor). (2) The drug is CC1=C(C#N)C(Nc2ccc(Cl)cn2)(C(F)(F)F)C(=O)N1. The result is 0 (non-inhibitor). (3) The molecule is Cc1ccc(/C=N\NC(=O)C2COc3cc4ccccc4cc3O2)o1. The result is 1 (inhibitor). (4) The drug is COc1ccc(-c2nc3cnc(Nc4cccc(OC)c4)nc3n(Cc3cccs3)c2=O)cc1. The result is 0 (non-inhibitor). (5) The molecule is O=C(c1ccncc1)N1CCC[C@@]2(CCN(Cc3cc(C(F)(F)F)cc(C(F)(F)F)c3)C2)C1. The result is 0 (non-inhibitor).